Task: Predict the reactants needed to synthesize the given product.. Dataset: Full USPTO retrosynthesis dataset with 1.9M reactions from patents (1976-2016) (1) Given the product [Cl:70][C:71]1[C:72]([F:92])=[C:73]([CH:88]=[CH:89][CH:90]=1)[CH2:74][N:75]1[C:79]2=[CH:80][N:81]=[C:82]([C:84]([NH:86][OH:87])=[O:85])[CH:83]=[C:78]2[CH:77]=[CH:76]1, predict the reactants needed to synthesize it. The reactants are: ClC1C(F)=C(C=CC=1)CN1C2=CN=C(C(OCC)=O)C=C2C=C1.N1C2=CN=C(C(OCC)=O)C=C2C=C1.ClC1C(F)=C(C=CC=1)CBr.ClC1C(F)=C(C(F)=CC=1)CN1C2=CN=C(C(O)=O)C=C2C=C1.[Cl:70][C:71]1[C:72]([F:92])=[C:73]([C:88](F)=[CH:89][CH:90]=1)[CH2:74][N:75]1[C:79]2=[CH:80][N:81]=[C:82]([C:84]([NH:86][OH:87])=[O:85])[CH:83]=[C:78]2[CH:77]=[CH:76]1.ClC1C(F)=C(C=CC=1)CN1C2=CN=C(C(O)=O)C=C2C=C1.Cl.NO. (2) Given the product [CH3:1][O:2][C:3](=[O:22])[CH2:4][CH:5]([C:9]1[CH:14]=[CH:13][C:12]([O:15][CH:16]2[CH2:21][CH2:20][CH2:19][CH2:18][O:17]2)=[CH:11][CH:10]=1)[CH:6]=[O:23], predict the reactants needed to synthesize it. The reactants are: [CH3:1][O:2][C:3](=[O:22])[CH2:4][CH:5]([C:9]1[CH:14]=[CH:13][C:12]([O:15][CH:16]2[CH2:21][CH2:20][CH2:19][CH2:18][O:17]2)=[CH:11][CH:10]=1)/[CH:6]=C\C.[O:23]1CCOCC1.O.N1C(C)=CC=CC=1C.